Dataset: Volume of distribution at steady state (VDss) regression data from Lombardo et al.. Task: Regression/Classification. Given a drug SMILES string, predict its absorption, distribution, metabolism, or excretion properties. Task type varies by dataset: regression for continuous measurements (e.g., permeability, clearance, half-life) or binary classification for categorical outcomes (e.g., BBB penetration, CYP inhibition). For this dataset (vdss_lombardo), we predict log10(VDss) (log10 of volume of distribution in L/kg). (1) The molecule is CCOc1ccc(/C=C2\NCCc3cc(OCC)c(OCC)cc32)cc1OCC. The log10(VDss) is 0.280. (2) The compound is CO/N=C(/C(=O)N[C@@H]1C(=O)N2C(C(=O)[O-])=C(C[n+]3ccc(-c4cnco4)cc3)CS[C@H]12)c1csc(N)n1. The log10(VDss) is -0.660. (3) The compound is O=C([O-])Cc1ccccc1Nc1c(Cl)cccc1Cl. The log10(VDss) is -0.660. (4) The molecule is CC1(C)SC2C(NC(=O)C(NC(=O)c3cnc4cccnc4c3[O-])c3ccccc3)C(=O)N2C1C(=O)[O-]. The log10(VDss) is -0.800. (5) The molecule is CC(C)(C)NC(=O)C1CCC2C3CCC4NC(=O)C=CC4(C)C3CCC12C. The log10(VDss) is 0.0400. (6) The molecule is Cc1cc([N-]S(=O)(=O)c2ccc(N)cc2)no1. The log10(VDss) is -0.520. (7) The drug is Cc1cc(C)c(/C=C2\C(=O)Nc3ccccc32)[nH]1. The log10(VDss) is -0.0100.